Dataset: Forward reaction prediction with 1.9M reactions from USPTO patents (1976-2016). Task: Predict the product of the given reaction. (1) Given the reactants [N+:1]([C:4]1[CH:9]=[CH:8][C:7]([N:10]2[CH2:15][CH2:14][NH:13][CH2:12][CH2:11]2)=[CH:6][CH:5]=1)([O-:3])=[O:2].C(N(CC)CC)C.[CH2:23]([S:25](Cl)(=[O:27])=[O:26])[CH3:24].C(=O)(O)[O-].[Na+], predict the reaction product. The product is: [N+:1]([C:4]1[CH:5]=[CH:6][C:7]([N:10]2[CH2:15][CH2:14][N:13]([S:25]([CH2:23][CH3:24])(=[O:27])=[O:26])[CH2:12][CH2:11]2)=[CH:8][CH:9]=1)([O-:3])=[O:2]. (2) Given the reactants [Cl:1][C:2]1[C:3]([NH:12][S:13]([C:16]2[CH:17]=[C:18]([CH:23]=[CH:24][CH:25]=2)[C:19]([O:21][CH3:22])=[O:20])(=[O:15])=[O:14])=[N:4][CH:5]=[C:6]([C:8]([F:11])([F:10])[F:9])[CH:7]=1.Br[CH2:27][C:28]1[CH:33]=[CH:32][CH:31]=[CH:30][CH:29]=1, predict the reaction product. The product is: [CH2:27]([N:12]([C:3]1[C:2]([Cl:1])=[CH:7][C:6]([C:8]([F:11])([F:9])[F:10])=[CH:5][N:4]=1)[S:13]([C:16]1[CH:17]=[C:18]([CH:23]=[CH:24][CH:25]=1)[C:19]([O:21][CH3:22])=[O:20])(=[O:15])=[O:14])[C:28]1[CH:33]=[CH:32][CH:31]=[CH:30][CH:29]=1. (3) Given the reactants F[C:2](F)(F)C(O)=O.[CH2:8]([N:15]([Si](C)(C)C)[CH2:16]OC)[C:9]1[CH:14]=[CH:13][CH:12]=[CH:11][CH:10]=1.[F:23][C:24]1[CH:29]=[C:28]([F:30])[CH:27]=[CH:26][C:25]=1/[CH:31]=[CH:32]/[C:33]([O:35][CH3:36])=[O:34], predict the reaction product. The product is: [CH2:8]([N:15]1[CH2:16][C@@H:31]([C:25]2[CH:26]=[CH:27][C:28]([F:30])=[CH:29][C:24]=2[F:23])[C@H:32]([C:33]([O:35][CH3:36])=[O:34])[CH2:2]1)[C:9]1[CH:10]=[CH:11][CH:12]=[CH:13][CH:14]=1. (4) Given the reactants [NH2:1][C:2]1[C:3]([C:8]([OH:10])=[O:9])=[N:4][CH:5]=[CH:6][CH:7]=1.CCN(C(C)C)C(C)C.[Br:20][CH2:21][C:22]1[C:31]2[C:26](=[CH:27][CH:28]=[CH:29][CH:30]=2)[C:25]([C:32](Cl)=[O:33])=[CH:24][CH:23]=1, predict the reaction product. The product is: [Br:20][CH2:21][C:22]1[C:31]2[C:26](=[CH:27][CH:28]=[CH:29][CH:30]=2)[C:25]([C:32]([NH:1][C:2]2[C:3]([C:8]([OH:10])=[O:9])=[N:4][CH:5]=[CH:6][CH:7]=2)=[O:33])=[CH:24][CH:23]=1. (5) Given the reactants [ClH:1].[O:2]1[C:6]2=[CH:7][CH:8]=[CH:9][C:10](N)=[C:5]2[CH2:4][CH2:3]1.N([O-])=O.[Na+].[S:16](=[O:18])=[O:17], predict the reaction product. The product is: [O:2]1[C:6]2=[CH:7][CH:8]=[CH:9][C:10]([S:16]([Cl:1])(=[O:18])=[O:17])=[C:5]2[CH2:4][CH2:3]1. (6) Given the reactants [CH2:1]([O:8][C:9]1[CH:14]=[CH:13][CH:12]=[CH:11][C:10]=1B(O)O)[C:2]1[CH:7]=[CH:6][CH:5]=[CH:4][CH:3]=1.C(=O)([O-])[O-].[Cs+].[Cs+].[CH2:24]1[CH2:28][O:27][CH2:26][CH2:25]1.O.[C:30]([O:33][CH2:34][CH3:35])(=[O:32])C, predict the reaction product. The product is: [CH2:1]([O:8][C:9]1[CH:14]=[CH:13][CH:12]=[CH:11][C:10]=1[C:25]1[CH:24]=[CH:28][O:27][C:26]=1[C:30]([O:33][CH2:34][CH3:35])=[O:32])[C:2]1[CH:7]=[CH:6][CH:5]=[CH:4][CH:3]=1. (7) Given the reactants [N:1]1([NH:7][C:8]([C:10]2[CH:30]=[CH:29][C:13]3[O:14][C:15]4[CH:28]=[CH:27][CH:26]=[CH:25][C:16]=4[C:17]([CH:19]4[CH2:24][CH2:23][CH2:22][CH2:21][CH2:20]4)=[N:18][C:12]=3[CH:11]=2)=[O:9])[CH2:6][CH2:5][CH2:4][CH2:3][CH2:2]1.N1(NC(C2C=CC3OC4C=CC=CC=4C([Cl:49])=NC=3C=2)=O)CCCCC1.[I-].ClC1C=C([Zn+])C=CC=1, predict the reaction product. The product is: [N:1]1([NH:7][C:8]([C:10]2[CH:30]=[CH:29][C:13]3[O:14][C:15]4[CH:28]=[CH:27][CH:26]=[CH:25][C:16]=4[C:17]([C:19]4[CH:24]=[CH:23][CH:22]=[C:21]([Cl:49])[CH:20]=4)=[N:18][C:12]=3[CH:11]=2)=[O:9])[CH2:6][CH2:5][CH2:4][CH2:3][CH2:2]1.